The task is: Predict the reaction yield, written as a fraction of the theoretical maximum amount of product (1.0 means a 100% yield; for example, 0.34 means a 34% yield).. This data is from Reaction yield outcomes from USPTO patents with 853,638 reactions. (1) The reactants are [CH2:1]([C:3]1[C:4]([NH:11][C@@H:12]2[C:20]3[C:15](=[CH:16][CH:17]=[CH:18][CH:19]=3)[CH2:14][C@@H:13]2[OH:21])=[N:5][C:6]([CH2:9][CH3:10])=[CH:7][N:8]=1)[CH3:2].[Br:22]N1C(=O)CCC1=O. The catalyst is ClCCl. The product is [Br:22][C:7]1[N:8]=[C:3]([CH2:1][CH3:2])[C:4]([NH:11][C@@H:12]2[C:20]3[C:15](=[CH:16][CH:17]=[CH:18][CH:19]=3)[CH2:14][C@@H:13]2[OH:21])=[N:5][C:6]=1[CH2:9][CH3:10]. The yield is 0.900. (2) The reactants are [C:1]([O:5][C:6]([N:8]1[CH2:13][CH2:12][CH:11]([CH:14]=O)[CH2:10][CH2:9]1)=[O:7])([CH3:4])([CH3:3])[CH3:2].[C:16](=O)([O-])[O-].[K+].[K+].COP(C(=[N+]=[N-])C(=O)C)(=O)OC. The catalyst is CO. The product is [C:1]([O:5][C:6]([N:8]1[CH2:13][CH2:12][CH:11]([C:14]#[CH:16])[CH2:10][CH2:9]1)=[O:7])([CH3:4])([CH3:3])[CH3:2]. The yield is 0.880. (3) The reactants are [CH2:1]([NH3+:7])[C@H:2]([OH:6])[C:3]([O-:5])=[O:4].CN1CCOCC1.[CH3:15][C:16]([O:19][C:20](O[C:20]([O:19][C:16]([CH3:18])([CH3:17])[CH3:15])=[O:21])=[O:21])([CH3:18])[CH3:17].NCC(O)=O.C([O-])(O)=O.[Na+]. The catalyst is O1CCOCC1.O. The product is [C:20]([NH:7][CH2:1][C@H:2]([OH:6])[C:3]([OH:5])=[O:4])([O:19][C:16]([CH3:18])([CH3:17])[CH3:15])=[O:21]. The yield is 0.815. (4) The reactants are [NH2:1][C:2]1[CH:3]=[C:4]([CH2:8][NH:9][C:10](=[O:15])[C:11]([F:14])([F:13])[F:12])[CH:5]=[CH:6][CH:7]=1.Cl[C:17]1[N:22]=[C:21]([C:23]2[C:24]([C:32]3[CH:33]=[C:34]([NH:38][C:39](=[O:46])[CH2:40][C:41]4[CH:45]=[CH:44][S:43][CH:42]=4)[CH:35]=[CH:36][CH:37]=3)=[N:25][N:26]3[CH:31]=[CH:30][CH:29]=[CH:28][C:27]=23)[CH:20]=[CH:19][N:18]=1. The yield is 0.530. The catalyst is CC(O)C.Cl.C(Cl)Cl. The product is [F:14][C:11]([F:12])([F:13])[C:10]([NH:9][CH2:8][C:4]1[CH:5]=[CH:6][CH:7]=[C:2]([NH:1][C:17]2[N:22]=[C:21]([C:23]3[C:24]([C:32]4[CH:37]=[CH:36][CH:35]=[C:34]([NH:38][C:39](=[O:46])[CH2:40][C:41]5[CH:45]=[CH:44][S:43][CH:42]=5)[CH:33]=4)=[N:25][N:26]4[CH:31]=[CH:30][CH:29]=[CH:28][C:27]=34)[CH:20]=[CH:19][N:18]=2)[CH:3]=1)=[O:15]. (5) The reactants are [CH2:1]([O:8][C:9](=[O:26])[C:10]1[CH:15]=[C:14]([CH:16]=O)[CH:13]=[CH:12][C:11]=1[O:18][CH2:19][C:20]1[CH:25]=[CH:24][CH:23]=[CH:22][CH:21]=1)[C:2]1[CH:7]=[CH:6][CH:5]=[CH:4][CH:3]=1.Cl.NO.C[N:31]1CCCC1=O.Cl. The catalyst is O. The product is [CH2:1]([O:8][C:9](=[O:26])[C:10]1[CH:15]=[C:14]([C:16]#[N:31])[CH:13]=[CH:12][C:11]=1[O:18][CH2:19][C:20]1[CH:25]=[CH:24][CH:23]=[CH:22][CH:21]=1)[C:2]1[CH:7]=[CH:6][CH:5]=[CH:4][CH:3]=1. The yield is 0.767. (6) The reactants are [O:1]1[CH2:5][CH2:4][NH:3][C:2]1=[O:6].ClC(Cl)(O[C:11](=[O:17])[O:12][C:13](Cl)(Cl)Cl)Cl.C(N(CC)CC)C.[F:26][C:27]1[CH:34]=C(O)[CH:32]=[C:31]([F:36])[C:28]=1[CH:29]=[O:30].N1C=CC=CC=1. The catalyst is C(Cl)Cl.O.C1COCC1. The product is [O:6]=[C:2]1[N:3]([C:11]([O:12][C:13]2[CH:34]=[C:27]([F:26])[C:28]([CH:29]=[O:30])=[C:31]([F:36])[CH:32]=2)=[O:17])[CH2:4][CH2:5][O:1]1. The yield is 0.330. (7) The reactants are Br[C:2]1[CH:6]=[CH:5][S:4][C:3]=1[CH2:7][C:8](=O)[CH2:9][CH2:10][CH2:11][CH2:12][CH3:13].C([O-])([O-])=O.[K+].[K+].CN(C)C=O.[SH:26][CH2:27][C:28]([O:30][CH2:31][CH3:32])=[O:29]. The catalyst is C1OCCOCCOCCOCCOCCOC1.O. The product is [CH2:8]([C:7]1[C:3]2[S:4][CH:5]=[CH:6][C:2]=2[S:26][C:27]=1[C:28]([O:30][CH2:31][CH3:32])=[O:29])[CH2:9][CH2:10][CH2:11][CH2:12][CH3:13]. The yield is 0.845.